From a dataset of Catalyst prediction with 721,799 reactions and 888 catalyst types from USPTO. Predict which catalyst facilitates the given reaction. (1) Reactant: [C:1]1([S:7]([C:10]2[C:18]3[C:13](=[C:14]([O:19][CH2:20][CH2:21][NH:22][CH3:23])[CH:15]=[CH:16][CH:17]=3)[NH:12][CH:11]=2)(=[O:9])=[O:8])[CH:6]=[CH:5][CH:4]=[CH:3][CH:2]=1.[ClH:24]. Product: [ClH:24].[C:1]1([S:7]([C:10]2[C:18]3[C:13](=[C:14]([O:19][CH2:20][CH2:21][NH:22][CH3:23])[CH:15]=[CH:16][CH:17]=3)[NH:12][CH:11]=2)(=[O:9])=[O:8])[CH:2]=[CH:3][CH:4]=[CH:5][CH:6]=1. The catalyst class is: 8. (2) Reactant: CC(C)([Si](C)(C)[O:5][CH2:6][CH2:7][C:8]([C:20]1[S:21][C:22]([C:25]2[CH:30]=[CH:29][CH:28]=[C:27]([NH:31][C:32]3[N:37]=[C:36]([C:38]([F:41])([F:40])[F:39])[CH:35]=[CH:34][N:33]=3)[CH:26]=2)=[CH:23][N:24]=1)([OH:19])[CH2:9][CH2:10][O:11][Si](C)(C)C(C)(C)C)C.CCCC[N+](CCCC)(CCCC)CCCC.[F-]. Product: [F:41][C:38]([F:39])([F:40])[C:36]1[CH:35]=[CH:34][N:33]=[C:32]([NH:31][C:27]2[CH:26]=[C:25]([C:22]3[S:21][C:20]([C:8]([OH:19])([CH2:9][CH2:10][OH:11])[CH2:7][CH2:6][OH:5])=[N:24][CH:23]=3)[CH:30]=[CH:29][CH:28]=2)[N:37]=1. The catalyst class is: 1. (3) Reactant: [F-].[Cs+].C(=O)([O-])[O-].[Cs+].[Cs+].C([Si]([S:19][C:20]1[CH:25]=[CH:24][C:23]([CH2:26][OH:27])=[CH:22][CH:21]=1)(C(C)C)C(C)C)(C)C.[C:28]([CH2:30][NH:31][C:32]([C@@H:34]1[CH2:39][CH2:38][CH2:37][CH2:36][C@H:35]1[CH2:40]Br)=[O:33])#[N:29]. Product: [C:28]([CH2:30][NH:31][C:32]([C@@H:34]1[CH2:39][CH2:38][CH2:37][CH2:36][C@H:35]1[CH2:40][S:19][C:20]1[CH:21]=[CH:22][C:23]([CH2:26][OH:27])=[CH:24][CH:25]=1)=[O:33])#[N:29]. The catalyst class is: 204. (4) Reactant: [OH:1][CH:2]1[CH2:7][CH2:6][CH:5]([N:8]2[C:16](=[O:17])[C:15]3[C:10](=[CH:11][CH:12]=[CH:13][CH:14]=3)[C:9]2=[O:18])[CH2:4][CH2:3]1.[H-].[Na+].[CH3:21]I.[NH4+].[Cl-]. Product: [CH3:21][O:1][CH:2]1[CH2:3][CH2:4][CH:5]([N:8]2[C:9](=[O:18])[C:10]3[C:15](=[CH:14][CH:13]=[CH:12][CH:11]=3)[C:16]2=[O:17])[CH2:6][CH2:7]1. The catalyst class is: 1. (5) Reactant: Cl[C:2]([O:4][CH3:5])=[O:3].[NH2:6][CH2:7][CH:8]1[O:12][C:11](=[O:13])[N:10]([C:14]2[CH:15]=[C:16]3[C:20](=[C:21]([F:23])[CH:22]=2)[N:19]([CH:24]([CH3:26])[CH3:25])[C:18](=[O:27])[CH2:17]3)[CH2:9]1.C(N(C(C)C)CC)(C)C. Product: [CH3:5][O:4][C:2](=[O:3])[NH:6][CH2:7][C@@H:8]1[O:12][C:11](=[O:13])[N:10]([C:14]2[CH:15]=[C:16]3[C:20](=[C:21]([F:23])[CH:22]=2)[N:19]([CH:24]([CH3:25])[CH3:26])[C:18](=[O:27])[CH2:17]3)[CH2:9]1. The catalyst class is: 4. (6) Reactant: B(O)O.Cl[C:5]1[C:10]([Cl:11])=[CH:9][CH:8]=[CH:7][N:6]=1.C(=O)([O-])[O-].[K+].[K+].O.[C:19](#[N:21])[CH3:20]. Product: [Cl:11][C:10]1[C:5]([C:20]2[CH:19]=[N:21][C:9]([CH3:10])=[CH:8][CH:7]=2)=[N:6][CH:7]=[CH:8][CH:9]=1. The catalyst class is: 73. (7) Reactant: [CH3:1][O:2][C:3]1[CH:8]=[CH:7][C:6]([C:9](=[O:27])[C:10](=[CH:14][C:15]2[CH:16]=[CH:17][CH:18]=[C:19]3[C:24]=2[O:23][C:22]([CH3:25])=[CH:21][C:20]3=[O:26])[C:11](=O)[CH3:12])=[CH:5][CH:4]=1.[NH2:28]/[C:29](/[CH3:36])=[CH:30]\[C:31]([O:33][CH2:34][CH3:35])=[O:32]. Product: [CH3:1][O:2][C:3]1[CH:4]=[CH:5][C:6]([C:9]([C:10]2[CH:14]([C:15]3[CH:16]=[CH:17][CH:18]=[C:19]4[C:24]=3[O:23][C:22]([CH3:25])=[CH:21][C:20]4=[O:26])[C:30]([C:31]([O:33][CH2:34][CH3:35])=[O:32])=[C:29]([CH3:36])[NH:28][C:11]=2[CH3:12])=[O:27])=[CH:7][CH:8]=1. The catalyst class is: 41. (8) Reactant: C([O:4][C:5]1[CH:10]=[CH:9][C:8]([Br:11])=[CH:7][C:6]=1[O:12][CH2:13][C@@H:14]1[CH2:16][O:15]1)(=O)C.[OH-].[Na+]. Product: [Br:11][C:8]1[CH:9]=[CH:10][C:5]2[O:4][C@H:14]([CH2:16][OH:15])[CH2:13][O:12][C:6]=2[CH:7]=1. The catalyst class is: 7. (9) Reactant: [CH2:1]([N:3]1[CH2:8][CH2:7][C:6](=O)[CH2:5][CH2:4]1)[CH3:2].[Cl-].[NH4+:11].[C-:12]#[N:13].[Na+].N. Product: [NH2:11][C:6]1([C:12]#[N:13])[CH2:7][CH2:8][N:3]([CH2:1][CH3:2])[CH2:4][CH2:5]1. The catalyst class is: 24. (10) Reactant: [NH2:1][CH:2]1[CH2:10][CH2:9][CH2:8][C:7]2[C:6](=[O:11])[O:5][C:4]([OH:19])([CH2:12][C:13]3[N:17]([CH3:18])[N:16]=[CH:15][N:14]=3)[C:3]1=2.N1CCC[C@H]1C(O)=O.[F:28][C:29]1[CH:36]=[CH:35][C:32]([CH:33]=O)=[CH:31][CH:30]=1. Product: [F:28][C:29]1[CH:36]=[CH:35][C:32]([CH:33]2[CH:12]([C:13]3[N:17]([CH3:18])[N:16]=[CH:15][N:14]=3)[C:4](=[O:19])[C:3]3[CH:2]([CH2:10][CH2:9][CH2:8][C:7]=3[C:6]([OH:5])=[O:11])[NH:1]2)=[CH:31][CH:30]=1. The catalyst class is: 138.